From a dataset of Catalyst prediction with 721,799 reactions and 888 catalyst types from USPTO. Predict which catalyst facilitates the given reaction. Reactant: C([N-]C(C)C)(C)C.[Li+].[NH:9]1[CH:13]=[CH:12][C:11]([C:14]2[N:19]=[C:18]([CH3:20])[C:17]([C:21]3[CH:26]=[CH:25][C:24]([CH3:27])=[CH:23][C:22]=3[F:28])=[C:16]([CH3:29])[N:15]=2)=[N:10]1.[CH:30](=O)[CH:31]([CH3:33])[CH3:32]. Product: [NH:9]1[CH:13]=[CH:12][C:11]([C:14]2[N:19]=[C:18]([CH3:20])[C:17]([C:21]3[CH:26]=[CH:25][C:24]([CH3:27])=[CH:23][C:22]=3[F:28])=[C:16]([CH:29]=[CH:30][CH:31]([CH3:33])[CH3:32])[N:15]=2)=[N:10]1. The catalyst class is: 627.